From a dataset of hERG potassium channel inhibition data for cardiac toxicity prediction from Karim et al.. Regression/Classification. Given a drug SMILES string, predict its toxicity properties. Task type varies by dataset: regression for continuous values (e.g., LD50, hERG inhibition percentage) or binary classification for toxic/non-toxic outcomes (e.g., AMES mutagenicity, cardiotoxicity, hepatotoxicity). Dataset: herg_karim. (1) The molecule is O=C(O[C@@H]1COc2nc([N+](=O)[O-])cn2C1)N1CCN(c2ccc(OC(F)(F)F)cc2)CC1. The result is 0 (non-blocker). (2) The drug is O=c1cc(OCc2ccccc2)ccn1-c1ccc(OCCN2CCCC2)cc1. The result is 1 (blocker).